This data is from Forward reaction prediction with 1.9M reactions from USPTO patents (1976-2016). The task is: Predict the product of the given reaction. (1) Given the reactants [Br:1][C:2]1[CH:3]=[CH:4][C:5]2[NH:13][CH2:12][CH2:11][CH2:10][CH2:9][C:8]([C:14]([O:16][CH3:17])=[O:15])=[CH:7][C:6]=2[CH:18]=1.[CH:19](=O)[CH2:20][CH3:21].O, predict the reaction product. The product is: [Br:1][C:2]1[CH:3]=[CH:4][C:5]2[N:13]([CH2:19][CH2:20][CH3:21])[CH2:12][CH2:11][CH2:10][CH2:9][C:8]([C:14]([O:16][CH3:17])=[O:15])=[CH:7][C:6]=2[CH:18]=1. (2) Given the reactants C(O[C:4]([C:6]1[CH:7]=[C:8]([CH2:16][CH2:17][O:18][CH3:19])[N:9]2[C:14]=1[C:13]([CH3:15])=[CH:12][CH:11]=[CH:10]2)=[O:5])C.[NH2:20][CH2:21][C@@:22]1([OH:29])[CH2:27][CH2:26][CH2:25][C@@H:24]([CH3:28])[CH2:23]1, predict the reaction product. The product is: [OH:29][C@:22]1([CH2:21][NH:20][C:4]([C:6]2[CH:7]=[C:8]([CH2:16][CH2:17][O:18][CH3:19])[N:9]3[C:14]=2[C:13]([CH3:15])=[CH:12][CH:11]=[CH:10]3)=[O:5])[CH2:27][CH2:26][CH2:25][C@@H:24]([CH3:28])[CH2:23]1. (3) Given the reactants [N:1]1[N:2]=[C:3]([C:10]2[CH:19]=[CH:18][C:17]3[C:12](=[C:13]([O:20][C@H:21]4[CH2:26][CH2:25][N:24](C(OCC5C=CC=CC=5)=O)[CH2:23][C@H:22]4[F:37])[CH:14]=[CH:15][CH:16]=3)[N:11]=2)[N:4]2[CH:9]=[CH:8][CH:7]=[CH:6][C:5]=12.Cl.C([O-])(O)=O.[Na+], predict the reaction product. The product is: [N:1]1[N:2]=[C:3]([C:10]2[CH:19]=[CH:18][C:17]3[C:12](=[C:13]([O:20][C@H:21]4[CH2:26][CH2:25][NH:24][CH2:23][C@H:22]4[F:37])[CH:14]=[CH:15][CH:16]=3)[N:11]=2)[N:4]2[CH:9]=[CH:8][CH:7]=[CH:6][C:5]=12.